Dataset: Full USPTO retrosynthesis dataset with 1.9M reactions from patents (1976-2016). Task: Predict the reactants needed to synthesize the given product. (1) Given the product [OH:39][CH2:38][C:34]1[CH:33]=[C:32]([C:30]2[CH:29]=[C:28]([N:44]3[CH2:49][CH2:48][O:47][CH2:46][CH2:45]3)[N:27]=[C:26]([C:22]3[CH:23]=[CH:24][CH:25]=[C:20]([NH:19][C:56]([N:50]4[CH2:55][CH2:54][NH:53][CH2:52][CH2:51]4)=[O:57])[CH:21]=3)[N:31]=2)[CH:37]=[CH:36][CH:35]=1, predict the reactants needed to synthesize it. The reactants are: C(=O)(ON1C(=O)CCC1=O)ON1C(=O)CCC1=O.[NH2:19][C:20]1[CH:21]=[C:22]([C:26]2[N:31]=[C:30]([C:32]3[CH:37]=[CH:36][CH:35]=[C:34]([CH2:38][O:39]C(C)(C)C)[CH:33]=3)[CH:29]=[C:28]([N:44]3[CH2:49][CH2:48][O:47][CH2:46][CH2:45]3)[N:27]=2)[CH:23]=[CH:24][CH:25]=1.[N:50]1([C:56](OC(C)(C)C)=[O:57])[CH2:55][CH2:54][NH:53][CH2:52][CH2:51]1.FC(F)(F)C(O)=O. (2) Given the product [Br:1][C:2]1[CH:3]=[CH:4][C:5]2[O:10][CH:32]=[C:7]([C:27]([O:30][CH2:17][CH3:18])=[O:28])[C:6]=2[CH:9]=1, predict the reactants needed to synthesize it. The reactants are: [Br:1][C:2]1[CH:9]=[C:6]([CH:7]=O)[C:5]([OH:10])=[CH:4][CH:3]=1.[H+].[B-](F)(F)(F)F.[CH3:17][CH2:18]OCC.OS(O)(=O)=O.[C:27]([O-:30])(O)=[O:28].[Na+].[CH2:32](Cl)Cl. (3) Given the product [CH3:21][C:12]1[CH:11]=[C:9]([NH:10][S:29]([C:26]2[CH:27]=[CH:28][C:23]([F:22])=[CH:24][CH:25]=2)(=[O:31])=[O:30])[CH:8]=[C:7]([CH3:6])[C:13]=1[S:14]([CH2:17][N+:18]([O-:20])=[O:19])(=[O:15])=[O:16], predict the reactants needed to synthesize it. The reactants are: C(=O)([O-])[O-].[Ca+2].[CH3:6][C:7]1[CH:8]=[C:9]([CH:11]=[C:12]([CH3:21])[C:13]=1[S:14]([CH2:17][N+:18]([O-:20])=[O:19])(=[O:16])=[O:15])[NH2:10].[F:22][C:23]1[CH:28]=[CH:27][C:26]([S:29](Cl)(=[O:31])=[O:30])=[CH:25][CH:24]=1.O. (4) The reactants are: [CH3:1][O:2][C:3]1[C:4](=[O:31])[C:5]([CH3:30])=[C:6]([CH2:12][C:13]2[CH:14]=[CH:15][C:16]([C:22]3[CH:27]=[CH:26][C:25]([O:28][CH3:29])=[CH:24][CH:23]=3)=[C:17]([CH:21]=2)[C:18](O)=[O:19])[C:7](=[O:11])[C:8]=1[O:9][CH3:10].[NH:32]1[CH2:37][CH2:36][O:35][CH2:34][CH2:33]1.CCN=C=NCCCN(C)C.Cl. Given the product [CH3:1][O:2][C:3]1[C:4](=[O:31])[C:5]([CH3:30])=[C:6]([CH2:12][C:13]2[CH:14]=[CH:15][C:16]([C:22]3[CH:27]=[CH:26][C:25]([O:28][CH3:29])=[CH:24][CH:23]=3)=[C:17]([CH:21]=2)[C:18]([N:32]2[CH2:37][CH2:36][O:35][CH2:34][CH2:33]2)=[O:19])[C:7](=[O:11])[C:8]=1[O:9][CH3:10], predict the reactants needed to synthesize it.